From a dataset of Forward reaction prediction with 1.9M reactions from USPTO patents (1976-2016). Predict the product of the given reaction. Given the reactants C([O:3][C:4](=[O:33])[CH2:5][CH:6]1[S:10][C:9]([C:11]2[NH:12][C:13]3[C:18]([CH:19]=2)=[CH:17][C:16]([O:20][C:21]2[CH:22]=[N:23][C:24]([S:27]([CH3:30])(=[O:29])=[O:28])=[CH:25][CH:26]=2)=[CH:15][C:14]=3[CH2:31][CH3:32])=[N:8][CH2:7]1)C.CO.[OH-].[K+], predict the reaction product. The product is: [CH2:31]([C:14]1[CH:15]=[C:16]([O:20][C:21]2[CH:22]=[N:23][C:24]([S:27]([CH3:30])(=[O:28])=[O:29])=[CH:25][CH:26]=2)[CH:17]=[C:18]2[C:13]=1[NH:12][C:11]([C:9]1[S:10][CH:6]([CH2:5][C:4]([OH:33])=[O:3])[CH2:7][N:8]=1)=[CH:19]2)[CH3:32].